From a dataset of Reaction yield outcomes from USPTO patents with 853,638 reactions. Predict the reaction yield, written as a fraction of the theoretical maximum amount of product (1.0 means a 100% yield; for example, 0.34 means a 34% yield). (1) The reactants are Br[C:2]1[S:3][C:4]([CH3:8])=[C:5]([CH3:7])[N:6]=1.[CH2:9]([N:13]1[N:17]=[C:16]2[CH:18]=[CH:19][CH:20]=[CH:21][C:15]2=[N:14]1)[CH2:10][C:11]#[CH:12]. No catalyst specified. The product is [CH3:7][C:5]1[N:6]=[C:2]([C:12]#[C:11][CH2:10][CH2:9][N:13]2[N:14]=[C:15]3[CH:21]=[CH:20][CH:19]=[CH:18][C:16]3=[N:17]2)[S:3][C:4]=1[CH3:8]. The yield is 0.170. (2) The reactants are [CH3:1][C:2]1[CH:7]=[CH:6][C:5]([CH2:8][CH2:9][O:10][C@H:11]2[CH2:15][CH2:14][C@H:13]([NH:16]C(=O)OCC3C=CC=CC=3)[CH2:12]2)=[CH:4][CH:3]=1.[H][H]. The catalyst is [Pd].C(O)C. The product is [CH3:1][C:2]1[CH:3]=[CH:4][C:5]([CH2:8][CH2:9][O:10][C@H:11]2[CH2:15][CH2:14][C@H:13]([NH2:16])[CH2:12]2)=[CH:6][CH:7]=1. The yield is 0.860. (3) The reactants are [CH3:1][C:2]1[CH:3]=[C:4]2[C:9](=[CH:10][CH:11]=1)[NH:8][C:7](=[O:12])[C:6]([C:13]#[N:14])=[C:5]2[N:15]1[CH2:20][CH2:19][N:18]([C:21]([C:23]2[S:24][CH:25]=[CH:26][CH:27]=2)=[O:22])[CH2:17][CH2:16]1.Cl[CH2:29][CH2:30][N:31]1[CH2:36][CH2:35][O:34][CH2:33][CH2:32]1.C(=O)([O-])[O-].[K+].[K+]. The catalyst is CN(C=O)C. The product is [CH3:1][C:2]1[CH:3]=[C:4]2[C:9](=[CH:10][CH:11]=1)[N:8]([CH2:29][CH2:30][N:31]1[CH2:36][CH2:35][O:34][CH2:33][CH2:32]1)[C:7](=[O:12])[C:6]([C:13]#[N:14])=[C:5]2[N:15]1[CH2:16][CH2:17][N:18]([C:21]([C:23]2[S:24][CH:25]=[CH:26][CH:27]=2)=[O:22])[CH2:19][CH2:20]1. The yield is 0.170. (4) The reactants are Br[C:2]1[CH:10]=[CH:9][CH:8]=[CH:7][C:3]=1[C:4]([OH:6])=[O:5].[Li][CH2:12][CH2:13]CC.C(=O)C. The catalyst is C1COCC1.CCCCCC. The product is [CH3:12][CH:13]1[C:2]2[CH:10]=[CH:9][CH:8]=[CH:7][C:3]=2[C:4](=[O:5])[O:6]1. The yield is 0.350.